Dataset: Peptide-MHC class II binding affinity with 134,281 pairs from IEDB. Task: Regression. Given a peptide amino acid sequence and an MHC pseudo amino acid sequence, predict their binding affinity value. This is MHC class II binding data. (1) The peptide sequence is SKSDDQIWLSQWFMN. The MHC is DRB1_0802 with pseudo-sequence DRB1_0802. The binding affinity (normalized) is 0.0579. (2) The peptide sequence is DVSGVQAPVGAITTI. The MHC is DRB5_0101 with pseudo-sequence DRB5_0101. The binding affinity (normalized) is 0.